Dataset: Drug-target binding data from BindingDB using Ki measurements. Task: Regression. Given a target protein amino acid sequence and a drug SMILES string, predict the binding affinity score between them. We predict pKi (pKi = -log10(Ki in M); higher means stronger inhibition). Dataset: bindingdb_ki. (1) The drug is FC(F)(F)c1cccc(C(F)(F)F)c1Cc1ncc[nH]1. The target protein (Q96RJ0) has sequence MMPFCHNIINISCVKNNWSNDVRASLYSLMVLIILTTLVGNLIVIVSISHFKQLHTPTNWLIHSMATVDFLLGCLVMPYSMVRSAEHCWYFGEVFCKIHTSTDIMLSSASIFHLSFISIDRYYAVCDPLRYKAKMNILVICVMIFISWSVPAVFAFGMIFLELNFKGAEEIYYKHVHCRGGCSVFFSKISGVLTFMTSFYIPGSIMLCVYYRIYLIAKEQARLISDANQKLQIGLEMKNGISQSKERKAVKTLGIVMGVFLICWCPFFICTVMDPFLHYIIPPTLNDVLIWFGYLNSTFNPMVYAFFYPWFRKALKMMLFGKIFQKDSSRCKLFLELSS. The pKi is 4.9. (2) The pKi is 9.7. The target protein (P56221) has sequence MGSQVQKSDEITFSDYLGLMTCVYEWADSYDSKDWDRLRKVIAPTLRIDYRSFLDKLWEAMPAEEFVGMVSSKQVLGDPTLRTQHFIGGTRWEKVSEDEVIGYHQLRVPHQRYKDTTMKEVTMKGHAHSANLHWYKKIDGVWKFAGLKPDIRWGEFDFDRIFEDGRETFGDK. The small molecule is C[C@H](COc1ccccc1F)NC(=O)[C@@H](C#N)C(C)(C)C. (3) The target protein (P48443) has sequence MYGNYSHFMKFPAGYGGSPGHTGSTSMSPSAALSTGKPMDSHPSYTDTPVSAPRTLSAVGTPLNALGSPYRVITSAMGPPSGALAAPPGINLVAPPSSQLNVVNSVSSSEDIKPLPGLPGIGNMNYPSTSPGSLVKHICAICGDRSSGKHYGVYSCEGCKGFFKRTIRKDLIYTCRDNKDCLIDKRQRNRCQYCRYQKCLVMGMKREAVQEERQRSRERAESEAECATSGHEDMPVERILEAELAVEPKTESYGDMNMENSTNDPVTNICHAADKQLFTLVEWAKRIPHFSDLTLEDQVILLRAGWNELLIASFSHRSVSVQDGILLATGLHVHRSSAHSAGVGSIFDRVLTELVSKMKDMQMDKSELGCLRAIVLFNPDAKGLSNPSEVETLREKVYATLEAYTKQKYPEQPGRFAKLLLRLPALRSIGLKCLEHLFFFKLIGDTPIDTFLMEMLETPLQIT. The small molecule is CC(/C=C/CN(Cc1ccccc1)c1cc(C(C)(C)C)cc(C(C)(C)C)c1)=C\C(=O)O. The pKi is 6.7. (4) The drug is Clc1cccc(OC[C@@H]2CN(CCN3CCc4ccccc43)CCO2)c1. The target protein (P97718) has sequence MVLLSENASEGSNCTHPPAQVNISKAILLGVILGGLIIFGVLGNILVILSVACHRHLHSVTHYYIVNLAVADLLLTSTVLPFSAIFEILGYWAFGRVFCNIWAAVDVLCCTASIMGLCIISIDRYIGVSYPLRYPTIVTQRRGVRALLCVWALSLVISIGPLFGWRQQAPEDETICQINEEPGYVLFSALGSFYVPLTIILVMYCRVYVVAKRESRGLKSGLKTDKSDSEQVTLRIHRKNVPAEGSGVSSAKNKTHFSVRLLKFSREKKAAKTLGIVVGCFVLCWLPFFLVMPIGSFFPNFKPPETVFKIVFWLGYLNSCINPIIYPCSSQEFKKAFQNVLRIQCLRRRQSSKHALGYTLHPPSQAVEGQHRGMVRIPVGSGETFYKISKTDGVREWKFFSSMPQGSARITMPKDQSACTTARVRSKSFLQVCCCVGSSTPRPEENHQVPTIKIHTISLGENGEEV. The pKi is 5.0.